This data is from Full USPTO retrosynthesis dataset with 1.9M reactions from patents (1976-2016). The task is: Predict the reactants needed to synthesize the given product. Given the product [CH2:13]1[C@@H:11]2[CH2:12][NH:8][CH2:9][C@H:10]2[CH2:15][N:14]1[C:16]([O:18][C:19]([CH3:22])([CH3:21])[CH3:20])=[O:17], predict the reactants needed to synthesize it. The reactants are: C([N:8]1[CH2:12][C@H:11]2[CH2:13][N:14]([C:16]([O:18][C:19]([CH3:22])([CH3:21])[CH3:20])=[O:17])[CH2:15][C@@H:10]2[CH2:9]1)C1C=CC=CC=1.